Dataset: Reaction yield outcomes from USPTO patents with 853,638 reactions. Task: Predict the reaction yield, written as a fraction of the theoretical maximum amount of product (1.0 means a 100% yield; for example, 0.34 means a 34% yield). The reactants are [F:1][C:2]([F:14])([F:13])[O:3][C:4]1[CH:12]=[CH:11][C:7]([C:8]([OH:10])=O)=[CH:6][CH:5]=1.CN(C(ON1N=NC2C=CC=NC1=2)=[N+](C)C)C.F[P-](F)(F)(F)(F)F.CCN(C(C)C)C(C)C.[NH2:48][C:49]([C:67]#[N:68])([CH3:66])[CH2:50][O:51][C:52]1[CH:53]=[CH:54][C:55]2[CH2:59][O:58][B:57]([OH:60])[C:56]=2[C:61]=1[NH:62][C:63](=[O:65])[CH3:64]. The catalyst is CN(C=O)C.O. The product is [C:63]([NH:62][C:61]1[C:56]2[B:57]([OH:60])[O:58][CH2:59][C:55]=2[CH:54]=[CH:53][C:52]=1[O:51][CH2:50][C:49]([NH:48][C:8](=[O:10])[C:7]1[CH:6]=[CH:5][C:4]([O:3][C:2]([F:1])([F:14])[F:13])=[CH:12][CH:11]=1)([C:67]#[N:68])[CH3:66])(=[O:65])[CH3:64]. The yield is 0.0120.